Predict the product of the given reaction. From a dataset of Forward reaction prediction with 1.9M reactions from USPTO patents (1976-2016). (1) Given the reactants [F:1][C:2]1[C:7]([O:8][CH3:9])=[CH:6][C:5]([O:10][CH3:11])=[C:4]([F:12])[C:3]=1[C:13]1[C:22]2[N:21]=[CH:20][CH:19]=[N:18][C:17]=2[C:16]([C:23](O)=[O:24])=[CH:15][CH:14]=1.C(OC([N:33]1[CH:37]=[C:36]([CH:38](OCC)[O:39]CC)[N:35]=[C:34]1[NH2:45])=O)(C)(C)C.CN(C(ON1N=NC2C=CC=CC1=2)=[N+](C)C)C.[B-](F)(F)(F)F.CCN(C(C)C)C(C)C, predict the reaction product. The product is: [CH:38]([C:36]1[N:35]=[C:34]([NH:45][C:23]([C:16]2[C:17]3[N:18]=[CH:19][CH:20]=[N:21][C:22]=3[C:13]([C:3]3[C:4]([F:12])=[C:5]([O:10][CH3:11])[CH:6]=[C:7]([O:8][CH3:9])[C:2]=3[F:1])=[CH:14][CH:15]=2)=[O:24])[NH:33][CH:37]=1)=[O:39]. (2) Given the reactants ClC1C=CC([N+]([O-])=O)=CN=1.N[C:12]1[N:17]=[C:16]([NH:18][CH2:19][CH2:20][NH:21][C:22]2[CH:27]=[CH:26][C:25]([C:28]3[NH:29][CH:30]=[CH:31][N:32]=3)=[C:24]([C:33]3[CH:38]=[CH:37][C:36]([Cl:39])=[CH:35][C:34]=3[Cl:40])[N:23]=2)[CH:15]=[CH:14][C:13]=1[N+:41]([O-:43])=[O:42], predict the reaction product. The product is: [Cl:40][C:34]1[CH:35]=[C:36]([Cl:39])[CH:37]=[CH:38][C:33]=1[C:24]1[N:23]=[C:22]([NH:21][CH2:20][CH2:19][NH:18][C:16]2[CH:15]=[CH:14][C:13]([N+:41]([O-:43])=[O:42])=[CH:12][N:17]=2)[CH:27]=[CH:26][C:25]=1[C:28]1[NH:32][CH:31]=[CH:30][N:29]=1. (3) The product is: [F:13][C:12]([F:15])([F:14])[C:10]([O-:16])=[O:11].[F:13][C:12]1([F:15])[CH2:10][CH2:18][CH2:17][C@H:5]([OH:1])[C@@H:4]1[NH3+:3]. Given the reactants [O:1]1[CH2:5][CH2:4][NH:3]C1=O.[OH-].[Li+].O.[C:10]([OH:16])([C:12]([F:15])([F:14])[F:13])=[O:11].[CH2:17]1COC[CH2:18]1, predict the reaction product. (4) Given the reactants [Mg].Br[CH2:3][CH2:4][CH2:5][CH2:6][CH2:7][CH2:8][CH2:9][CH2:10][CH2:11][CH2:12][CH2:13][CH2:14][CH2:15][CH2:16][CH2:17][CH2:18][CH2:19][CH3:20].C([O:23][CH2:24][CH3:25])=O.Cl, predict the reaction product. The product is: [CH3:20][CH2:19][CH2:18][CH2:17][CH2:16][CH2:15][CH2:14][CH2:13][CH2:12][CH2:11][CH2:10][CH2:9][CH2:8][CH2:7][CH2:6][CH2:5][CH2:4][CH2:3][CH:24]([OH:23])[CH2:25][CH2:19][CH2:18][CH2:17][CH2:16][CH2:15][CH2:14][CH2:13][CH2:12][CH2:11][CH2:10][CH2:9][CH2:8][CH2:7][CH2:6][CH2:5][CH2:4][CH3:3]. (5) Given the reactants [CH2:1]([O:3][C:4](=[O:31])[C:5]1[CH:10]=[CH:9][C:8](Br)=[CH:7][C:6]=1[CH2:12][N:13]([CH2:20][C:21]1[CH:26]=[C:25]([O:27][CH3:28])[CH:24]=[CH:23][C:22]=1[O:29][CH3:30])[CH2:14][C:15]([O:17][CH2:18][CH3:19])=[O:16])[CH3:2].[Cl:32][C:33]1[CH:38]=[C:37]([F:39])[CH:36]=[CH:35][C:34]=1[OH:40].C([O-])([O-])=O.[Cs+].[Cs+].CC(C)(C(=O)CC(=O)C(C)(C)C)C, predict the reaction product. The product is: [CH2:1]([O:3][C:4](=[O:31])[C:5]1[CH:10]=[CH:9][C:8]([O:40][C:34]2[CH:35]=[CH:36][C:37]([F:39])=[CH:38][C:33]=2[Cl:32])=[CH:7][C:6]=1[CH2:12][N:13]([CH2:20][C:21]1[CH:26]=[C:25]([O:27][CH3:28])[CH:24]=[CH:23][C:22]=1[O:29][CH3:30])[CH2:14][C:15]([O:17][CH2:18][CH3:19])=[O:16])[CH3:2]. (6) The product is: [CH:15]([NH:14][C:8]1[C:7]2[C:12](=[CH:13][C:4]([O:3][CH2:27][CH2:26][CH2:25][S:24][CH3:23])=[C:5]([C:18]([O:20][CH2:21][CH3:22])=[O:19])[CH:6]=2)[N:11]=[CH:10][N:9]=1)([CH3:17])[CH3:16]. Given the reactants [H-].[Na+].[OH:3][C:4]1[CH:13]=[C:12]2[C:7]([C:8]([NH:14][CH:15]([CH3:17])[CH3:16])=[N:9][CH:10]=[N:11]2)=[CH:6][C:5]=1[C:18]([O:20][CH2:21][CH3:22])=[O:19].[CH3:23][S:24][CH2:25][CH2:26][CH2:27]OS(C1C=CC(C)=CC=1)(=O)=O.O, predict the reaction product.